From a dataset of Forward reaction prediction with 1.9M reactions from USPTO patents (1976-2016). Predict the product of the given reaction. (1) Given the reactants [NH:1]1[CH2:6][CH2:5][CH2:4][C@H:3]([OH:7])[CH2:2]1.C(N(CC)CC)C.[CH3:15][C:16]([Si:19](Cl)([CH3:21])[CH3:20])([CH3:18])[CH3:17], predict the reaction product. The product is: [Si:19]([O:7][C@H:3]1[CH2:4][CH2:5][CH2:6][NH:1][CH2:2]1)([C:16]([CH3:18])([CH3:17])[CH3:15])([CH3:21])[CH3:20]. (2) Given the reactants Cl.[CH3:2][O:3][C:4]1[CH:5]=[C:6]([S:12]([N:15]2[CH2:20][C@H:19]([CH3:21])[NH:18][CH2:17][C@@H:16]2[CH3:22])(=[O:14])=[O:13])[CH:7]=[CH:8][C:9]=1[O:10][CH3:11].CCN(C(C)C)C(C)C.[CH2:32]([C:34]1[CH:35]=[C:36]([S:42](Cl)(=[O:44])=[O:43])[CH:37]=[CH:38][C:39]=1[O:40][CH3:41])[CH3:33], predict the reaction product. The product is: [CH3:2][O:3][C:4]1[CH:5]=[C:6]([S:12]([N:15]2[CH2:20][C@H:19]([CH3:21])[N:18]([S:42]([C:36]3[CH:37]=[CH:38][C:39]([O:40][CH3:41])=[C:34]([CH2:32][CH3:33])[CH:35]=3)(=[O:44])=[O:43])[CH2:17][C@@H:16]2[CH3:22])(=[O:13])=[O:14])[CH:7]=[CH:8][C:9]=1[O:10][CH3:11]. (3) Given the reactants [CH2:1]([C:3]1[CH:9]=[CH:8][CH:7]=[C:6]([CH2:10][CH3:11])[C:4]=1[NH2:5])[CH3:2].C1C(=O)N([Br:19])C(=O)C1, predict the reaction product. The product is: [Br:19][C:8]1[CH:7]=[C:6]([CH2:10][CH3:11])[C:4]([NH2:5])=[C:3]([CH2:1][CH3:2])[CH:9]=1. (4) Given the reactants C(Cl)(=O)C(Cl)=O.CS(C)=O.[F:11][C:12]1[CH:17]=[CH:16][C:15]([N:18]2[CH2:23][CH2:22][N:21]([C:24]([CH3:28])([CH3:27])[CH2:25][OH:26])[CH2:20][CH2:19]2)=[CH:14][CH:13]=1.C(N(CC)CC)C, predict the reaction product. The product is: [F:11][C:12]1[CH:13]=[CH:14][C:15]([N:18]2[CH2:19][CH2:20][N:21]([C:24]([CH3:28])([CH3:27])[CH:25]=[O:26])[CH2:22][CH2:23]2)=[CH:16][CH:17]=1. (5) The product is: [N+:1]([C:4]1[CH:9]=[CH:8][C:7]([C:10]2([C:11]([O:13][CH2:14][CH3:15])=[O:12])[CH2:27][CH2:26][CH2:25]2)=[CH:6][C:5]=1[O:16][CH2:17][C:18]([F:19])([F:20])[F:21])([O-:3])=[O:2]. Given the reactants [N+:1]([C:4]1[CH:9]=[CH:8][C:7]([CH2:10][C:11]([O:13][CH2:14][CH3:15])=[O:12])=[CH:6][C:5]=1[O:16][CH2:17][C:18]([F:21])([F:20])[F:19])([O-:3])=[O:2].[H-].[Na+].Br[CH2:25][CH2:26][CH2:27]Br.[NH4+].[Cl-], predict the reaction product.